This data is from Reaction yield outcomes from USPTO patents with 853,638 reactions. The task is: Predict the reaction yield, written as a fraction of the theoretical maximum amount of product (1.0 means a 100% yield; for example, 0.34 means a 34% yield). The reactants are O=[C:2]([CH3:15])[CH2:3][C:4]1[O:9][C:8](=[O:10])[C:7]2[CH:11]=[CH:12][CH:13]=[CH:14][C:6]=2[N:5]=1.Cl.Cl.[NH:18]([C:20]1[CH:21]=[N:22][CH:23]=[CH:24][CH:25]=1)[NH2:19].C([O-])(=O)C.[Na+]. The catalyst is C(O)C. The product is [CH3:15][C:2]1[CH:3]=[C:4]([NH:5][C:6]2[CH:14]=[CH:13][CH:12]=[CH:11][C:7]=2[C:8]([OH:9])=[O:10])[N:18]([C:20]2[CH:21]=[N:22][CH:23]=[CH:24][CH:25]=2)[N:19]=1. The yield is 0.690.